Dataset: Experimentally validated miRNA-target interactions with 360,000+ pairs, plus equal number of negative samples. Task: Binary Classification. Given a miRNA mature sequence and a target amino acid sequence, predict their likelihood of interaction. The protein sequence of the target gene is MENSLRCVWVPKLAFVLFGASLFSAHLQVTGFQIKAFTALRFLSEPSDAVTMRGGNVLLDCSAESDRGVPVIKWKKDGIHLALGMDERKQQLSNGSLLIQNILHSRHHKPDEGLYQCEASLGDSGSIISRTAKVAVAGPLRFLSQTESVTAFMGDTVLLKCEVIGEPMPTIHWQKNQQDLTPIPGDSRVVVLPSGALQISRLQPGDIGIYRCSARNPASSRTGNEAEVRILSDPGLHRQLYFLQRPSNVVAIEGKDAVLECCVSGYPPPSFTWLRGEEVIQLRSKKYSLLGGSNLLISNV.... The miRNA is hsa-miR-3149 with sequence UUUGUAUGGAUAUGUGUGUGUAU. Result: 0 (no interaction).